From a dataset of Reaction yield outcomes from USPTO patents with 853,638 reactions. Predict the reaction yield, written as a fraction of the theoretical maximum amount of product (1.0 means a 100% yield; for example, 0.34 means a 34% yield). (1) The reactants are [Cl:1][C:2]1[CH:7]=[CH:6][C:5]([N:8]2[CH:12]=[CH:11][CH:10]=[N:9]2)=[CH:4][CH:3]=1.[Br:13]Br.OS([O-])=O.[Na+].C(=O)(O)[O-].[Na+]. The product is [Br:13][C:11]1[CH:10]=[N:9][N:8]([C:5]2[CH:4]=[CH:3][C:2]([Cl:1])=[CH:7][CH:6]=2)[CH:12]=1. The catalyst is C(O)(=O)C.O. The yield is 0.660. (2) The reactants are BrCCBr.[Cl:5][C:6]1[CH:11]=[C:10]([CH2:12]Cl)[CH:9]=[CH:8][N:7]=1.Br[C:15]1[C:23]([F:24])=[CH:22][C:21]([C:25]#[N:26])=[C:20]2[C:16]=1[C:17]([CH3:36])=[C:18]([CH3:35])[N:19]2[CH2:27][O:28][CH2:29][CH2:30][Si:31]([CH3:34])([CH3:33])[CH3:32]. The catalyst is C1COCC1.[Zn].[Pd](Cl)Cl.C(P(C(C)(C)C)[C-]1C=CC=C1)(C)(C)C.[C-]1(P(C(C)(C)C)C(C)(C)C)C=CC=C1.[Fe+2].Cl[Si](C)(C)C. The product is [Cl:5][C:6]1[CH:11]=[C:10]([CH2:12][C:15]2[C:23]([F:24])=[CH:22][C:21]([C:25]#[N:26])=[C:20]3[C:16]=2[C:17]([CH3:36])=[C:18]([CH3:35])[N:19]3[CH2:27][O:28][CH2:29][CH2:30][Si:31]([CH3:34])([CH3:33])[CH3:32])[CH:9]=[CH:8][N:7]=1. The yield is 0.750. (3) The reactants are [F:1][C:2]([F:7])([CH2:5][OH:6])[CH2:3][OH:4].[CH2:8]([O:15][CH2:16][CH:17]=O)[C:9]1[CH:14]=[CH:13][CH:12]=[CH:11][CH:10]=1.O.C1(C)C=CC(S(O)(=O)=O)=CC=1. The catalyst is C1(C)C=CC=CC=1. The product is [CH2:8]([O:15][CH2:16][CH:17]1[O:6][CH2:5][C:2]([F:7])([F:1])[CH2:3][O:4]1)[C:9]1[CH:14]=[CH:13][CH:12]=[CH:11][CH:10]=1. The yield is 0.428. (4) The reactants are [CH3:1][C@:2]12[CH2:19][CH2:18][C@H:17]3[C@@H:7]([CH2:8][CH2:9][C:10]4[C@:15]3([CH3:16])[CH:14]=[CH:13][C:12](=[O:20])[CH:11]=4)[C@@H:6]1[CH2:5][CH2:4][C:3]2=[O:21].[OH2:22].[C:23]1([CH3:33])C=CC(S(O)(=O)=O)=CC=1. The catalyst is C1C=CC=CC=1.C(O)CO. The product is [CH2:33]1[CH2:23][O:22][C:3]2([CH2:4][CH2:5][C@H:6]3[C@H:7]4[C@H:17]([CH2:18][CH2:19][C@:2]23[CH3:1])[C@:15]2([CH3:16])[C:10](=[CH:11][C:12](=[O:20])[CH:13]=[CH:14]2)[CH2:9][CH2:8]4)[O:21]1. The yield is 0.950. (5) The reactants are [Cl:1][C:2]1[CH:7]=[CH:6][C:5]([C:8]2[N:12]([C:13]3[CH:18]=[CH:17][C:16]([Cl:19])=[CH:15][C:14]=3[Cl:20])[N:11]=[C:10]([C:21]([NH:23][CH:24]3[CH2:29][CH2:28][NH:27][CH2:26][CH2:25]3)=[O:22])[C:9]=2[CH3:30])=[CH:4][CH:3]=1.Cl[C:32]([O:34][C:35]1C=CC([N+]([O-])=O)=C[CH:36]=1)=[O:33].C(N(CC)CC)C. The catalyst is C1COCC1. The product is [Cl:1][C:2]1[CH:7]=[CH:6][C:5]([C:8]2[N:12]([C:13]3[CH:18]=[CH:17][C:16]([Cl:19])=[CH:15][C:14]=3[Cl:20])[N:11]=[C:10]([C:21]([NH:23][CH:24]3[CH2:29][CH2:28][N:27]([C:32]([O:34][CH2:35][CH3:36])=[O:33])[CH2:26][CH2:25]3)=[O:22])[C:9]=2[CH3:30])=[CH:4][CH:3]=1. The yield is 0.750.